This data is from Full USPTO retrosynthesis dataset with 1.9M reactions from patents (1976-2016). The task is: Predict the reactants needed to synthesize the given product. (1) Given the product [NH2:21][C:18]1[N:19]=[CH:20][C:15]([C:12]2[N:13]=[CH:14][C:9]([C:24]3[CH:29]=[CH:28][C:27]([C:30]([F:31])([F:32])[F:33])=[CH:26][C:25]=3[S:34]([NH:37][CH2:38][CH2:39][OH:40])(=[O:35])=[O:36])=[CH:10][CH:11]=2)=[CH:16][N:17]=1, predict the reactants needed to synthesize it. The reactants are: CC1(C)C(C)(C)OB([C:9]2[CH:10]=[CH:11][C:12]([C:15]3[CH:16]=[N:17][C:18]([NH2:21])=[N:19][CH:20]=3)=[N:13][CH:14]=2)O1.Br[C:24]1[CH:29]=[CH:28][C:27]([C:30]([F:33])([F:32])[F:31])=[CH:26][C:25]=1[S:34]([NH:37][CH2:38][CH2:39][OH:40])(=[O:36])=[O:35]. (2) Given the product [Cl:38][C:23]1[S:22][C:21]([C:18]2[CH:19]=[CH:20][C:15]([C:12]3[CH:13]=[CH:14][C:9]([C:6]4([C:4]([OH:5])=[O:3])[CH2:7][CH2:8]4)=[CH:10][CH:11]=3)=[C:16]([O:39][CH3:40])[CH:17]=2)=[C:25]([NH:26][C:27]([O:29][CH:30]([C:32]2[C:36]([CH3:37])=[CH:35][S:34][CH:33]=2)[CH3:31])=[O:28])[CH:24]=1, predict the reactants needed to synthesize it. The reactants are: C([O:3][C:4]([C:6]1([C:9]2[CH:14]=[CH:13][C:12]([C:15]3[CH:20]=[CH:19][C:18]([C:21]4[S:22][C:23]([Cl:38])=[CH:24][C:25]=4[NH:26][C:27]([O:29][CH:30]([C:32]4[C:36]([CH3:37])=[CH:35][S:34][CH:33]=4)[CH3:31])=[O:28])=[CH:17][C:16]=3[O:39][CH3:40])=[CH:11][CH:10]=2)[CH2:8][CH2:7]1)=[O:5])C.C(O)(C)C.[OH-].[Na+].Cl. (3) Given the product [F:3][C:4]1[CH:5]=[CH:6][C:7]([C:10]([N:12]2[CH2:17][CH2:16][N:15]3[N:18]=[C:19]([CH2:22][O:23][C:24]4[CH:25]=[CH:26][CH:27]=[CH:28][CH:29]=4)[C:20]([O:21][CH3:30])=[C:14]3[CH2:13]2)=[O:11])=[CH:8][CH:9]=1, predict the reactants needed to synthesize it. The reactants are: IC.[F:3][C:4]1[CH:9]=[CH:8][C:7]([C:10]([N:12]2[CH2:17][CH2:16][N:15]3[N:18]=[C:19]([CH2:22][O:23][C:24]4[CH:29]=[CH:28][CH:27]=[CH:26][CH:25]=4)[C:20]([OH:21])=[C:14]3[CH2:13]2)=[O:11])=[CH:6][CH:5]=1.[C:30]([O-])([O-])=O.[Cs+].[Cs+]. (4) The reactants are: [CH3:1][C:2]([C@@H:4]1[CH2:9][CH:8]=[C:7]([CH2:10][OH:11])[CH2:6][CH2:5]1)=[CH2:3].CC(C)[O-].[Al+3].CC(C)[O-].CC(C)[O-].[N+](C1C=CC=CC=1C=O)([O-])=O.Cl. Given the product [CH3:3][C:2]([CH:4]1[CH2:5][CH:6]=[C:7]([CH:10]=[O:11])[CH2:8][CH2:9]1)=[CH2:1], predict the reactants needed to synthesize it. (5) The reactants are: [C:1]([O:5][C:6]([N:8]1[CH2:13][CH2:12][CH:11]([CH2:14][CH2:15][O:16][C:17]2[CH:22]=[CH:21][C:20]([N:23]3[C:27]([NH2:28])=[CH:26][C:25]([C:29]([CH3:32])([CH3:31])[CH3:30])=[N:24]3)=[CH:19][CH:18]=2)[CH2:10][CH2:9]1)=[O:7])([CH3:4])([CH3:3])[CH3:2].[N:33]1[CH:38]=[CH:37][CH:36]=[C:35]([O:39][C:40]2[CH:45]=[CH:44][C:43]([NH2:46])=[CH:42][CH:41]=2)[CH:34]=1.C1N=C[N:49]([C:52]([N:54]2C=NC=C2)=[O:53])C=1. Given the product [C:1]([O:5][C:6]([N:8]1[CH2:13][CH2:12][CH:11]([CH2:14][CH2:15][O:16][C:17]2[CH:18]=[CH:19][C:20]([N:23]3[C:27]([NH:28][C:52]([NH:46][C:43]4[CH:44]=[CH:45][C:40]([O:39][C:35]5[CH:34]=[N:33][CH:38]=[CH:37][CH:36]=5)=[CH:41][CH:42]=4)=[O:53])=[CH:26][C:25]([C:29]([CH3:32])([CH3:31])[CH3:30])=[N:24]3)=[CH:21][CH:22]=2)[CH2:10][CH2:9]1)=[O:7])([CH3:3])([CH3:4])[CH3:2].[NH2:49][C:52]([NH2:54])=[O:53], predict the reactants needed to synthesize it. (6) Given the product [NH2:29][C:17]1[CH:18]=[C:19]([C:22]([N:24]([CH2:25][CH3:26])[CH2:27][CH3:28])=[O:23])[CH:20]=[CH:21][C:16]=1[NH:15][CH2:14][C@H:9]1[CH2:10][CH2:11][CH2:12][CH2:13][N:8]1[C:6]([O:5][C:1]([CH3:3])([CH3:2])[CH3:4])=[O:7], predict the reactants needed to synthesize it. The reactants are: [C:1]([O:5][C:6]([N:8]1[CH2:13][CH2:12][CH2:11][CH2:10][C@@H:9]1[CH2:14][NH:15][C:16]1[CH:21]=[CH:20][C:19]([C:22]([N:24]([CH2:27][CH3:28])[CH2:25][CH3:26])=[O:23])=[CH:18][C:17]=1[N+:29]([O-])=O)=[O:7])([CH3:4])([CH3:3])[CH3:2].